This data is from Full USPTO retrosynthesis dataset with 1.9M reactions from patents (1976-2016). The task is: Predict the reactants needed to synthesize the given product. (1) Given the product [NH2:29][C:25]1[C:24]([CH3:40])=[C:23]([C:7]2[C:8]3[C:16]4[C:11](=[CH:12][CH:13]=[C:14]([N:17]5[CH2:18][CH2:19][O:20][CH2:21][CH2:22]5)[CH:15]=4)[NH:10][C:9]=3[C:4]([C:1]([NH2:2])=[O:3])=[N:5][CH:6]=2)[CH:28]=[CH:27][CH:26]=1, predict the reactants needed to synthesize it. The reactants are: [C:1]([C:4]1[C:9]2[NH:10][C:11]3[C:16]([C:8]=2[C:7]([C:23]2[C:24]([CH3:40])=[C:25]([NH:29]C(=O)OCC4C=CC=CC=4)[CH:26]=[CH:27][CH:28]=2)=[CH:6][N:5]=1)=[CH:15][C:14]([N:17]1[CH2:22][CH2:21][O:20][CH2:19][CH2:18]1)=[CH:13][CH:12]=3)(=[O:3])[NH2:2]. (2) Given the product [C:1]([O:5][C:6]([N:8]([CH2:16][C:17]1[C:18]([CH:33]2[CH2:32][CH2:27]2)=[N:19][CH:20]=[C:21]([Cl:23])[CH:22]=1)[C:9](=[O:15])[O:10][C:11]([CH3:13])([CH3:14])[CH3:12])=[O:7])([CH3:3])([CH3:2])[CH3:4], predict the reactants needed to synthesize it. The reactants are: [C:1]([O:5][C:6]([N:8]([CH2:16][C:17]1[C:18](Cl)=[N:19][CH:20]=[C:21]([Cl:23])[CH:22]=1)[C:9](=[O:15])[O:10][C:11]([CH3:14])([CH3:13])[CH3:12])=[O:7])([CH3:4])([CH3:3])[CH3:2].CO[C:27]1C=CC=C(OC)[C:32]=1[C:33]1C=CC=CC=1P(C1CCCCC1)C1CCCCC1.[O-]P([O-])([O-])=O.[K+].[K+].[K+].C1(B(O)O)CC1.